Dataset: Peptide-MHC class I binding affinity with 185,985 pairs from IEDB/IMGT. Task: Regression. Given a peptide amino acid sequence and an MHC pseudo amino acid sequence, predict their binding affinity value. This is MHC class I binding data. (1) The peptide sequence is QVPLRPMTFK. The MHC is HLA-A02:01 with pseudo-sequence HLA-A02:01. The binding affinity (normalized) is 0. (2) The peptide sequence is FLATAGSAM. The MHC is HLA-A02:06 with pseudo-sequence HLA-A02:06. The binding affinity (normalized) is 0.326.